From a dataset of Forward reaction prediction with 1.9M reactions from USPTO patents (1976-2016). Predict the product of the given reaction. (1) The product is: [O:11]1[CH2:15][CH2:14][CH:13]([O:10][C:7]2[CH:8]=[C:9]3[C:4]([CH:3]=[CH:2][NH:1]3)=[CH:5][CH:6]=2)[CH2:12]1. Given the reactants [NH:1]1[C:9]2[C:4](=[CH:5][CH:6]=[C:7]([OH:10])[CH:8]=2)[CH:3]=[CH:2]1.[O:11]1[CH2:15][CH2:14][CH:13](O)[CH2:12]1.C1(P(C2C=CC=CC=2)C2C=CC=CC=2)C=CC=CC=1.N(C(OC(C)C)=O)=NC(OC(C)C)=O.N1C2C(=CC=CC=2)C=C1, predict the reaction product. (2) Given the reactants [OH:1][CH2:2][C:3]12[CH2:12][CH:7]3[CH2:8][CH:9]([CH2:11][CH:5]([N:6]3C(OC(C)(C)C)=O)[CH2:4]1)[CH2:10]2.FC(F)(F)C(O)=O, predict the reaction product. The product is: [CH:7]12[CH2:12][C:3]3([CH2:2][OH:1])[CH2:10][CH:9]([CH2:11][CH:5]([CH2:4]3)[NH:6]1)[CH2:8]2. (3) Given the reactants B1([CH2:10][C:11]2[CH:16]=[CH:15][CH:14]=[CH:13][CH:12]=2)C2CCCC1CCC2.Br[C:18]1[C:23]2[O:24][CH:25]3[CH2:30][CH2:29][N:28]([C:31]([O:33][C:34]([CH3:37])([CH3:36])[CH3:35])=[O:32])[CH2:27][CH:26]3[C:22]=2[CH:21]=[C:20]([C:38]2[CH:43]=[CH:42][C:41]([Cl:44])=[CH:40][C:39]=2[Cl:45])[CH:19]=1.C([O-])([O-])=O.[K+].[K+], predict the reaction product. The product is: [CH2:10]([C:18]1[C:23]2[O:24][CH:25]3[CH2:30][CH2:29][N:28]([C:31]([O:33][C:34]([CH3:36])([CH3:37])[CH3:35])=[O:32])[CH2:27][CH:26]3[C:22]=2[CH:21]=[C:20]([C:38]2[CH:43]=[CH:42][C:41]([Cl:44])=[CH:40][C:39]=2[Cl:45])[CH:19]=1)[C:11]1[CH:16]=[CH:15][CH:14]=[CH:13][CH:12]=1. (4) Given the reactants C([O:9][C:10]1[CH:15]=[CH:14][CH:13]=[C:12]([O:16][CH2:17][CH:18]2[CH2:20][O:19]2)[CH:11]=1)(=O)C1C=CC=CC=1.[C:21]1([C:27]2[C:35]3[C:34]([N:36]4[CH2:41][CH2:40][CH:39]([NH2:42])[CH2:38][CH2:37]4)=[N:33][CH:32]=[N:31][C:30]=3[S:29][CH:28]=2)[CH:26]=[CH:25][CH:24]=[CH:23][CH:22]=1, predict the reaction product. The product is: [OH:19][CH:18]([CH2:20][NH:42][CH:39]1[CH2:40][CH2:41][N:36]([C:34]2[C:35]3[C:27]([C:21]4[CH:26]=[CH:25][CH:24]=[CH:23][CH:22]=4)=[CH:28][S:29][C:30]=3[N:31]=[CH:32][N:33]=2)[CH2:37][CH2:38]1)[CH2:17][O:16][C:12]1[CH:11]=[C:10]([OH:9])[CH:15]=[CH:14][CH:13]=1. (5) Given the reactants [NH2:1][C:2]1[C:7]([C:8]([C:10]2[CH:15]=[C:14]([F:16])[CH:13]=[CH:12][C:11]=2[O:17][CH3:18])=[O:9])=[CH:6][N:5]=[C:4]([NH:19][CH:20]2[CH2:25][CH2:24][NH:23][CH2:22][CH2:21]2)[N:3]=1.[Cl:26][CH2:27][CH2:28][CH2:29][CH2:30][S:31](Cl)(=[O:33])=[O:32], predict the reaction product. The product is: [NH2:1][C:2]1[C:7]([C:8]([C:10]2[CH:15]=[C:14]([F:16])[CH:13]=[CH:12][C:11]=2[O:17][CH3:18])=[O:9])=[CH:6][N:5]=[C:4]([NH:19][CH:20]2[CH2:21][CH2:22][N:23]([S:31]([CH2:30][CH2:29][CH2:28][CH2:27][Cl:26])(=[O:33])=[O:32])[CH2:24][CH2:25]2)[N:3]=1. (6) Given the reactants [NH2:1][C:2]1[CH:7]=[CH:6][C:5]([CH2:8][C:9]([N:11]2[CH2:16][CH2:15][N:14]([C:17]3[N:24]=[CH:23][CH:22]=[CH:21][C:18]=3[C:19]#[N:20])[CH2:13][CH2:12]2)=[O:10])=[CH:4][CH:3]=1.Br[CH2:26][CH2:27][CH2:28][CH3:29].C(=O)([O-])[O-].[Cs+].[Cs+].CN(C)C=O, predict the reaction product. The product is: [CH2:26]([NH:1][C:2]1[CH:7]=[CH:6][C:5]([CH2:8][C:9]([N:11]2[CH2:12][CH2:13][N:14]([C:17]3[N:24]=[CH:23][CH:22]=[CH:21][C:18]=3[C:19]#[N:20])[CH2:15][CH2:16]2)=[O:10])=[CH:4][CH:3]=1)[CH2:27][CH2:28][CH3:29].